This data is from Forward reaction prediction with 1.9M reactions from USPTO patents (1976-2016). The task is: Predict the product of the given reaction. (1) Given the reactants [CH3:1][C:2]1[CH:7]=[CH:6][C:5]([C:8]2[O:9][C:10]([CH3:13])=[N:11][N:12]=2)=[CH:4][C:3]=1[C:14]1[CH:19]=[CH:18][C:17]([C:20](O)=[O:21])=[CH:16][CH:15]=1.[NH2:23][C:24]1[CH:25]=[CH:26][C:27]([CH3:33])=[C:28]([CH:32]=1)[C:29]([NH2:31])=[O:30], predict the reaction product. The product is: [NH2:31][C:29]([C:28]1[CH:32]=[C:24]([NH:23][C:20]([C:17]2[CH:18]=[CH:19][C:14]([C:3]3[CH:4]=[C:5]([C:8]4[O:9][C:10]([CH3:13])=[N:11][N:12]=4)[CH:6]=[CH:7][C:2]=3[CH3:1])=[CH:15][CH:16]=2)=[O:21])[CH:25]=[CH:26][C:27]=1[CH3:33])=[O:30]. (2) Given the reactants [CH2:1]([O:8][C:9]1[CH:16]=[CH:15][C:12]([CH:13]=O)=[CH:11][CH:10]=1)[C:2]1[CH:7]=[CH:6][CH:5]=[CH:4][CH:3]=1.C(=O)(O)[O-].[Na+].Cl.[NH2:23][OH:24].ClN1[C:30](=[O:31])[CH2:29][CH2:28][C:27]1=O.C(O)C#CC.C(N(CC)CC)C, predict the reaction product. The product is: [CH2:1]([O:8][C:9]1[CH:16]=[CH:15][C:12]([C:13]2[C:28]([CH3:27])=[C:29]([CH2:30][OH:31])[O:24][N:23]=2)=[CH:11][CH:10]=1)[C:2]1[CH:7]=[CH:6][CH:5]=[CH:4][CH:3]=1. (3) Given the reactants [F:1][C:2]([F:23])([F:22])[C:3]1[CH:4]=[C:5]([CH2:20]O)[C:6]2[N:10]=[N:9][N:8]([CH2:11][O:12][CH2:13][CH2:14][Si:15]([CH3:18])([CH3:17])[CH3:16])[C:7]=2[CH:19]=1.C(Br)(Br)(Br)[Br:25].C1(P(C2C=CC=CC=2)C2C=CC=CC=2)C=CC=CC=1, predict the reaction product. The product is: [Br:25][CH2:20][C:5]1[C:6]2[N:10]=[N:9][N:8]([CH2:11][O:12][CH2:13][CH2:14][Si:15]([CH3:18])([CH3:17])[CH3:16])[C:7]=2[CH:19]=[C:3]([C:2]([F:23])([F:22])[F:1])[CH:4]=1.